From a dataset of NCI-60 drug combinations with 297,098 pairs across 59 cell lines. Regression. Given two drug SMILES strings and cell line genomic features, predict the synergy score measuring deviation from expected non-interaction effect. Drug 1: CC1=C(C(CCC1)(C)C)C=CC(=CC=CC(=CC(=O)O)C)C. Drug 2: C(=O)(N)NO. Cell line: CCRF-CEM. Synergy scores: CSS=-6.76, Synergy_ZIP=1.53, Synergy_Bliss=0.0986, Synergy_Loewe=-7.73, Synergy_HSA=-6.71.